This data is from hERG Central: cardiac toxicity at 1µM, 10µM, and general inhibition. The task is: Predict hERG channel inhibition at various concentrations. The molecule is O=C(c1ccc([N+](=O)[O-])cc1)N1CCSC1c1cccc(Cl)c1. Results: hERG_inhib (hERG inhibition (general)): blocker.